This data is from Peptide-MHC class II binding affinity with 134,281 pairs from IEDB. The task is: Regression. Given a peptide amino acid sequence and an MHC pseudo amino acid sequence, predict their binding affinity value. This is MHC class II binding data. (1) The peptide sequence is TAGEIHAVPFGLVSM. The MHC is DRB1_0701 with pseudo-sequence DRB1_0701. The binding affinity (normalized) is 0.689. (2) The peptide sequence is VSAIVGAAASVFVCL. The MHC is DRB1_0802 with pseudo-sequence DRB1_0802. The binding affinity (normalized) is 0. (3) The peptide sequence is SQDLELSWNLNGLQAV. The MHC is HLA-DQA10301-DQB10302 with pseudo-sequence HLA-DQA10301-DQB10302. The binding affinity (normalized) is 0.538.